This data is from Reaction yield outcomes from USPTO patents with 853,638 reactions. The task is: Predict the reaction yield, written as a fraction of the theoretical maximum amount of product (1.0 means a 100% yield; for example, 0.34 means a 34% yield). (1) The reactants are [NH2:1][C:2]1[CH:10]=[CH:9][C:5]([C:6]([OH:8])=O)=[CH:4][CH:3]=1.[NH2:11][CH:12]1[CH2:17][CH2:16][N:15]([CH3:18])[CH2:14][CH2:13]1.CCN(C(C)C)C(C)C.CN(C(ON1N=NC2C=CC=NC1=2)=[N+](C)C)C.F[P-](F)(F)(F)(F)F. The catalyst is CN(C=O)C. The product is [NH2:1][C:2]1[CH:3]=[CH:4][C:5]([C:6]([NH:11][CH:12]2[CH2:17][CH2:16][N:15]([CH3:18])[CH2:14][CH2:13]2)=[O:8])=[CH:9][CH:10]=1. The yield is 0.350. (2) The reactants are [CH3:1][O:2][C:3]1[CH:4]=[C:5]([CH:28]=[C:29]([O:33][CH3:34])[C:30]=1[O:31][CH3:32])[C:6]([C:8]1[N:9]=[C:10]([C:13]2[CH:27]=[CH:26][C:16]([CH2:17][NH:18][C:19](=[O:25])[O:20][C:21]([CH3:24])([CH3:23])[CH3:22])=[CH:15][CH:14]=2)[S:11][CH:12]=1)=[O:7].[H-].[Na+].I[CH3:38]. The catalyst is CN(C=O)C. The product is [CH3:38][N:18]([CH2:17][C:16]1[CH:15]=[CH:14][C:13]([C:10]2[S:11][CH:12]=[C:8]([C:6](=[O:7])[C:5]3[CH:4]=[C:3]([O:2][CH3:1])[C:30]([O:31][CH3:32])=[C:29]([O:33][CH3:34])[CH:28]=3)[N:9]=2)=[CH:27][CH:26]=1)[C:19](=[O:25])[O:20][C:21]([CH3:24])([CH3:23])[CH3:22]. The yield is 0.613. (3) The reactants are [F:1][C:2]1[C:7]2[O:8][CH2:9][O:10][C:6]=2[CH:5]=[C:4]([CH2:11]O)[CH:3]=1.C([O-])(O)=O.[Na+].O=S(Cl)[Cl:20]. No catalyst specified. The product is [Cl:20][CH2:11][C:4]1[CH:3]=[C:2]([F:1])[C:7]2[O:8][CH2:9][O:10][C:6]=2[CH:5]=1. The yield is 0.920. (4) The reactants are [CH3:1][C:2]1[CH:16]=[CH:15][C:5]([CH:6](O)[C:7]2[CH:12]=[CH:11][C:10]([CH3:13])=[CH:9][CH:8]=2)=[CH:4][CH:3]=1.S(=O)(=O)(O)O.[CH:22]([OH:24])=[O:23].[OH-].[K+]. The catalyst is O. The product is [CH3:1][C:2]1[CH:16]=[CH:15][C:5]([CH:6]([C:7]2[CH:12]=[CH:11][C:10]([CH3:13])=[CH:9][CH:8]=2)[C:22]([OH:24])=[O:23])=[CH:4][CH:3]=1. The yield is 0.260. (5) The reactants are [NH2:1][C:2]1[CH:3]=[N:4][CH:5]=[CH:6][CH:7]=1.C(=O)([O-])O.[Na+].[C:13](O[C:13]([O:15][C:16]([CH3:19])([CH3:18])[CH3:17])=[O:14])([O:15][C:16]([CH3:19])([CH3:18])[CH3:17])=[O:14].C(=O)([O-])[O-].[Na+].[Na+]. The catalyst is CO.O. The product is [N:4]1[CH:5]=[CH:6][CH:7]=[C:2]([NH:1][C:13](=[O:14])[O:15][C:16]([CH3:19])([CH3:18])[CH3:17])[CH:3]=1. The yield is 0.884. (6) The reactants are Br[C:2]1[CH:7]=[CH:6][C:5]([N:8]2[C:13](=[O:14])[C:12]([CH2:15][C:16]3[CH:21]=[CH:20][C:19]([C:22]4[C:23]([C:28]#[N:29])=[CH:24][CH:25]=[CH:26][CH:27]=4)=[CH:18][CH:17]=3)=[C:11]([CH2:30][CH2:31][CH3:32])[N:10]=[C:9]2[CH2:33][CH3:34])=[CH:4][CH:3]=1.[O:35]1[C:39]2([CH2:44][CH2:43][NH:42][CH2:41][CH2:40]2)[O:38][CH2:37][CH2:36]1.CC(C)([O-])C.[Na+]. The catalyst is C1(C)C=CC=CC=1.C(OCC)(=O)C.C1C=CC(/C=C/C(/C=C/C2C=CC=CC=2)=O)=CC=1.C1C=CC(/C=C/C(/C=C/C2C=CC=CC=2)=O)=CC=1.C1C=CC(/C=C/C(/C=C/C2C=CC=CC=2)=O)=CC=1.[Pd].[Pd]. The product is [O:35]1[C:39]2([CH2:44][CH2:43][N:42]([C:2]3[CH:7]=[CH:6][C:5]([N:8]4[C:13](=[O:14])[C:12]([CH2:15][C:16]5[CH:21]=[CH:20][C:19]([C:22]6[C:23]([C:28]#[N:29])=[CH:24][CH:25]=[CH:26][CH:27]=6)=[CH:18][CH:17]=5)=[C:11]([CH2:30][CH2:31][CH3:32])[N:10]=[C:9]4[CH2:33][CH3:34])=[CH:4][CH:3]=3)[CH2:41][CH2:40]2)[O:38][CH2:37][CH2:36]1. The yield is 0.600. (7) The reactants are [Cl:1][C:2]1[CH:3]=[C:4]([CH:6]=[CH:7][C:8]=1[O:9][CH3:10])[NH2:5].C[O:12][C:13]1C=CC=C(N)[CH:14]=1. No catalyst specified. The product is [NH2:5][C:4]1[CH:3]=[C:2]([Cl:1])[C:8]([O:9][CH3:10])=[CH:7][C:6]=1[C:13](=[O:12])[CH3:14]. The yield is 0.500.